From a dataset of Reaction yield outcomes from USPTO patents with 853,638 reactions. Predict the reaction yield, written as a fraction of the theoretical maximum amount of product (1.0 means a 100% yield; for example, 0.34 means a 34% yield). (1) The reactants are C(OC(=O)NCC1C=CC2N(CCCC[F:36])C(CN3C4C(=CC=CC=4)C(=O)N(C4CC4)C3=O)=NC=2C=1)(C)(C)C.[C:40]([O:44][C:45](=[O:80])[NH:46][CH2:47][C:48]1[CH:79]=[CH:78][C:51]2[N:52]([CH2:73][CH2:74][CH2:75][CH2:76]O)[C:53]([CH2:55][N:56]3[C:65]4[C:60](=[CH:61][CH:62]=[CH:63][CH:64]=4)[C:59](=[O:66])[N:58]([CH2:67][C:68]([F:71])([F:70])[F:69])[C:57]3=[O:72])=[N:54][C:50]=2[CH:49]=1)([CH3:43])([CH3:42])[CH3:41]. No catalyst specified. The product is [C:40]([O:44][C:45](=[O:80])[NH:46][CH2:47][C:48]1[CH:79]=[CH:78][C:51]2[N:52]([CH2:73][CH2:74][CH2:75][CH2:76][F:36])[C:53]([CH2:55][N:56]3[C:65]4[C:60](=[CH:61][CH:62]=[CH:63][CH:64]=4)[C:59](=[O:66])[N:58]([CH2:67][C:68]([F:70])([F:71])[F:69])[C:57]3=[O:72])=[N:54][C:50]=2[CH:49]=1)([CH3:43])([CH3:41])[CH3:42]. The yield is 0.760. (2) The reactants are [Cl:1][C:2]1[CH:7]=[C:6]([Cl:8])[CH:5]=[C:4]([Cl:9])[C:3]=1[NH:10][NH2:11].[CH:12](=O)[CH:13]([CH3:15])[CH3:14].C1C(=O)N(Br)C(=O)C1.[C:25](#[N:29])[CH2:26][C:27]#[N:28].CC[O-].[Na+]. The catalyst is C(O)C.CN(C=O)C.O. The product is [NH2:28][C:27]1[N:10]([C:3]2[C:2]([Cl:1])=[CH:7][C:6]([Cl:8])=[CH:5][C:4]=2[Cl:9])[N:11]=[C:12]([CH:13]([CH3:15])[CH3:14])[C:26]=1[C:25]#[N:29]. The yield is 0.570. (3) The reactants are C1(C2C3C(=CC=CC=3)C=CC=2P(C2C=CC=CC=2)C2C=CC=CC=2)C2C(=CC=CC=2)C=CC=1P(C1C=CC=CC=1)C1C=CC=CC=1.[O:47]1[CH2:52][CH2:51][CH:50]([NH2:53])[CH2:49][CH2:48]1.Cl[C:55]1[C:60]([CH3:61])=[C:59]([C:62]([O:64][CH3:65])=[O:63])[CH:58]=[CH:57][N:56]=1.C([O-])([O-])=O.[Cs+].[Cs+]. The catalyst is O1CCOCC1.C(Cl)Cl.O.CC([O-])=O.CC([O-])=O.[Pd+2]. The product is [CH3:61][C:60]1[C:55]([NH:53][CH:50]2[CH2:51][CH2:52][O:47][CH2:48][CH2:49]2)=[N:56][CH:57]=[CH:58][C:59]=1[C:62]([O:64][CH3:65])=[O:63]. The yield is 0.390. (4) The reactants are C[O:2][C:3]([CH:5]1[CH2:9][CH:8]([CH2:10][CH2:11][C:12]([F:15])([F:14])[CH3:13])[CH2:7][N:6]1[C:16]([O:18][C:19]([CH3:22])([CH3:21])[CH3:20])=[O:17])=[O:4].O.[OH-].[Li+]. The catalyst is C1COCC1.O. The product is [C:19]([O:18][C:16]([N:6]1[CH2:7][CH:8]([CH2:10][CH2:11][C:12]([F:14])([F:15])[CH3:13])[CH2:9][CH:5]1[C:3]([OH:4])=[O:2])=[O:17])([CH3:20])([CH3:21])[CH3:22]. The yield is 0.830. (5) The product is [F:1][C:2]1[CH:3]=[C:4]([CH2:8][CH2:9][NH:10][C:11]2[S:12][C:13](=[CH:22][C:24]3[N:25]=[C:26]4[C:31](=[CH:32][CH:33]=3)[N:30]=[CH:29][C:28]([C:34]#[N:35])=[CH:27]4)[C:14](=[O:16])[N:15]=2)[CH:5]=[CH:6][CH:7]=1. The reactants are [F:1][C:2]1[CH:3]=[C:4]([CH2:8][CH2:9][NH:10][C:11]2[S:12][CH2:13][C:14](=[O:16])[N:15]=2)[CH:5]=[CH:6][CH:7]=1.C(O[Na])(C)=O.[CH:22]([C:24]1[N:25]=[C:26]2[C:31](=[CH:32][CH:33]=1)[N:30]=[CH:29][C:28]([C:34]#[N:35])=[CH:27]2)=O. The catalyst is CC(O)=O. The yield is 0.301. (6) The reactants are [Br:1][C:2]1[CH:20]=[CH:19][C:5]([CH2:6][C@@H:7]([C:16](O)=[O:17])[NH:8][C:9]([O:11][C:12]([CH3:15])([CH3:14])[CH3:13])=[O:10])=[CH:4][CH:3]=1.[H-].[Al+3].[Li+].[H-].[H-].[H-]. The product is [Br:1][C:2]1[CH:20]=[CH:19][C:5]([CH2:6][C@H:7]([NH:8][C:9](=[O:10])[O:11][C:12]([CH3:14])([CH3:13])[CH3:15])[CH2:16][OH:17])=[CH:4][CH:3]=1. The catalyst is C(OCC)C. The yield is 0.970. (7) The reactants are C([O:5][C:6](=[O:28])[CH2:7][N:8]([C:11]([O:13][CH2:14][CH:15]1[C:27]2[C:22](=[CH:23][CH:24]=[CH:25][CH:26]=2)[C:21]2[C:16]1=[CH:17][CH:18]=[CH:19][CH:20]=2)=[O:12])[NH:9][CH3:10])(C)(C)C. The catalyst is Cl. The product is [C:11]([N:8]([CH2:7][C:6]([OH:28])=[O:5])[NH:9][CH3:10])([O:13][CH2:14][CH:15]1[C:27]2[C:22](=[CH:23][CH:24]=[CH:25][CH:26]=2)[C:21]2[C:16]1=[CH:17][CH:18]=[CH:19][CH:20]=2)=[O:12]. The yield is 0.720. (8) The reactants are [S:1]1[CH:5]=[C:4]([C:6]2[CH:16]=[CH:15][CH:14]=[CH:13][C:7]=2[C:8](OCC)=[O:9])[C:3]([C:17]2[CH:27]=[CH:26][CH:25]=[CH:24][C:18]=2[C:19]([O:21]CC)=O)=[CH:2]1.[OH-].[K+].Cl.C(Cl)(=O)C(Cl)=O.[Al+3].[Cl-].[Cl-].[Cl-]. The catalyst is C(O)C. The product is [CH:16]1[C:6]2[C:4]3[C:3]4[C:17]5[C:18]([C:19](=[O:21])[C:2]=4[S:1][C:5]=3[C:8](=[O:9])[C:7]=2[CH:13]=[CH:14][CH:15]=1)=[CH:24][CH:25]=[CH:26][CH:27]=5. The yield is 0.460. (9) The yield is 0.620. The catalyst is [NH4+].[Cl-]. The product is [CH2:16]([O:4][CH2:3][C:2]([CH3:7])([CH3:1])[CH2:5][OH:6])[C:17]1[CH:22]=[CH:21][CH:20]=[CH:19][CH:18]=1. The reactants are [CH3:1][C:2]([CH3:7])([CH2:5][OH:6])[CH2:3][OH:4].CN(C)C=O.[H-].[Na+].Br[CH2:16][C:17]1[CH:22]=[CH:21][CH:20]=[CH:19][CH:18]=1. (10) The reactants are Cl[C:2]1[N:7]=[C:6]([N:8]([CH3:27])[CH:9]2[CH2:26][CH2:25][C:12]3([CH2:17][CH2:16][N:15]([C:18]([O:20][C:21]([CH3:24])([CH3:23])[CH3:22])=[O:19])[CH2:14][CH2:13]3)[CH2:11][CH2:10]2)[C:5]([Cl:28])=[CH:4][N:3]=1.Cl.[CH3:30][N:31]1[CH:35]=[C:34]([NH2:36])[CH:33]=[N:32]1.CCN(C(C)C)C(C)C. The catalyst is C(O)CCC. The product is [Cl:28][C:5]1[C:6]([N:8]([CH3:27])[CH:9]2[CH2:26][CH2:25][C:12]3([CH2:13][CH2:14][N:15]([C:18]([O:20][C:21]([CH3:22])([CH3:23])[CH3:24])=[O:19])[CH2:16][CH2:17]3)[CH2:11][CH2:10]2)=[N:7][C:2]([NH:36][C:34]2[CH:33]=[N:32][N:31]([CH3:30])[CH:35]=2)=[N:3][CH:4]=1. The yield is 0.720.